Dataset: Catalyst prediction with 721,799 reactions and 888 catalyst types from USPTO. Task: Predict which catalyst facilitates the given reaction. (1) Reactant: [H-].[Na+].[F:3][C:4]1[CH:5]=[C:6]([OH:18])[CH:7]=[CH:8][C:9]=1[CH2:10][N:11]1[CH2:16][CH2:15][N:14]([CH3:17])[CH2:13][CH2:12]1.CS(O[CH:24]1[CH2:27][N:26]([C:28]([O:30][C:31]([CH3:34])([CH3:33])[CH3:32])=[O:29])[CH2:25]1)(=O)=O.[OH-].[Na+]. Product: [F:3][C:4]1[CH:5]=[C:6]([CH:7]=[CH:8][C:9]=1[CH2:10][N:11]1[CH2:12][CH2:13][N:14]([CH3:17])[CH2:15][CH2:16]1)[O:18][CH:24]1[CH2:25][N:26]([C:28]([O:30][C:31]([CH3:34])([CH3:33])[CH3:32])=[O:29])[CH2:27]1. The catalyst class is: 18. (2) Reactant: [C:1]([O:5][C:6]([N:8]1[CH2:24][CH2:23][C:11]2([N:15]([C:16]3[CH:21]=[CH:20][CH:19]=[CH:18][CH:17]=3)[CH2:14][NH:13][C:12]2=[O:22])[CH2:10][CH2:9]1)=[O:7])([CH3:4])([CH3:3])[CH3:2].[H-].[Na+].[CH2:27](Br)[C:28]1[CH:33]=[CH:32][CH:31]=[CH:30][CH:29]=1.O. Product: [CH2:27]([N:13]1[C:12](=[O:22])[C:11]2([CH2:10][CH2:9][N:8]([C:6]([O:5][C:1]([CH3:4])([CH3:2])[CH3:3])=[O:7])[CH2:24][CH2:23]2)[N:15]([C:16]2[CH:21]=[CH:20][CH:19]=[CH:18][CH:17]=2)[CH2:14]1)[C:28]1[CH:33]=[CH:32][CH:31]=[CH:30][CH:29]=1. The catalyst class is: 9. (3) Product: [Cl:1][C:2]1[CH:11]=[CH:10][C:5]([C:6]([OH:8])=[O:7])=[CH:4][C:3]=1[NH:12][C:13]([C:15]1[C:16](=[O:32])[NH:17][C:18]2[C:23]([CH:24]=1)=[CH:22][C:21]([O:25][CH2:26][CH2:27][O:28][CH3:29])=[C:20]([O:30][CH3:31])[CH:19]=2)=[O:14]. The catalyst class is: 5. Reactant: [Cl:1][C:2]1[CH:11]=[CH:10][C:5]([C:6]([O:8]C)=[O:7])=[CH:4][C:3]=1[NH:12][C:13]([C:15]1[C:16](=[O:32])[NH:17][C:18]2[C:23]([CH:24]=1)=[CH:22][C:21]([O:25][CH2:26][CH2:27][O:28][CH3:29])=[C:20]([O:30][CH3:31])[CH:19]=2)=[O:14].[OH-].[Na+].O. (4) Reactant: O.[NH2:2][NH2:3].[C:4]([O:8][C:9]([NH:11][CH2:12][C@H:13]1[CH2:18][CH2:17][C@H:16]([C:19]2[CH:24]=[CH:23][C:22]([NH:25][C:26](=[O:31])[C:27]([O:29]C)=O)=[CH:21][CH:20]=2)[CH2:15][CH2:14]1)=[O:10])([CH3:7])([CH3:6])[CH3:5]. Product: [NH:2]([C:27](=[O:29])[C:26]([NH:25][C:22]1[CH:21]=[CH:20][C:19]([C@H:16]2[CH2:17][CH2:18][C@H:13]([CH2:12][NH:11][C:9](=[O:10])[O:8][C:4]([CH3:6])([CH3:7])[CH3:5])[CH2:14][CH2:15]2)=[CH:24][CH:23]=1)=[O:31])[NH2:3]. The catalyst class is: 14. (5) Reactant: Cl[Si:2]([C:5]([CH3:8])([CH3:7])[CH3:6])([CH3:4])[CH3:3].[NH2:9][C:10]1[CH:11]=[C:12]([OH:16])[CH:13]=[CH:14][CH:15]=1.N1C=CN=C1. Product: [Si:2]([O:16][C:12]1[CH:11]=[C:10]([CH:15]=[CH:14][CH:13]=1)[NH2:9])([C:5]([CH3:8])([CH3:7])[CH3:6])([CH3:4])[CH3:3]. The catalyst class is: 4. (6) Reactant: [Cl:1][C:2]1[CH:3]=[C:4]2[C:9](=[CH:10][C:11]=1[OH:12])[O:8][C:7]([CH3:14])([CH3:13])[CH:6]=[C:5]2[C:15]([F:18])([F:17])[F:16].C(=O)([O-])[O-].[Cs+].[Cs+].Br[CH2:26][CH2:27][CH2:28][OH:29]. Product: [Cl:1][C:2]1[CH:3]=[C:4]2[C:9](=[CH:10][C:11]=1[O:12][CH2:26][CH2:27][CH2:28][OH:29])[O:8][C:7]([CH3:14])([CH3:13])[CH:6]=[C:5]2[C:15]([F:16])([F:18])[F:17]. The catalyst class is: 3. (7) Reactant: [F:1][C:2]([F:13])([F:12])[C:3](O[C:3](=O)[C:2]([F:13])([F:12])[F:1])=O.N12CCCN=C1CCCCC2.[C:25]([C:28]1[S:29][CH:30]=[C:31]([C:34]([O:36][CH3:37])=[O:35])[C:32]=1[OH:33])(=[O:27])[CH3:26].Cl. Product: [O:27]=[C:25]1[CH:26]=[C:3]([C:2]([F:13])([F:12])[F:1])[O:33][C:32]2[C:31]([C:34]([O:36][CH3:37])=[O:35])=[CH:30][S:29][C:28]1=2. The catalyst class is: 17. (8) Reactant: [CH3:1][N:2]([CH2:10][CH2:11][N:12]1[CH2:17][CH2:16][S:15][C:14]2[CH:18]=[CH:19][C:20]([NH:22][C:23]([C:25]3[S:26][CH:27]=[CH:28][CH:29]=3)=[NH:24])=[CH:21][C:13]1=2)C(=O)OC(C)(C)C.Cl.[OH-].[Na+]. Product: [CH3:1][NH:2][CH2:10][CH2:11][N:12]1[CH2:17][CH2:16][S:15][C:14]2[CH:18]=[CH:19][C:20]([NH:22][C:23]([C:25]3[S:26][CH:27]=[CH:28][CH:29]=3)=[NH:24])=[CH:21][C:13]1=2. The catalyst class is: 24. (9) Reactant: [CH3:1][N:2]1[CH:6]=[C:5]([C:7]2[CH:28]=[CH:27][C:10]([CH2:11][N:12]3[C:20](=[O:21])[C:19]4[C:14](=[CH:15][CH:16]=[CH:17][C:18]=4[O:22][CH2:23][C:24]([OH:26])=O)[CH2:13]3)=[CH:9][CH:8]=2)[CH:4]=[N:3]1.[NH:29]1[CH2:34][CH2:33][CH2:32][CH2:31][CH2:30]1.C(N(CC)CC)C. Product: [CH3:1][N:2]1[CH:6]=[C:5]([C:7]2[CH:28]=[CH:27][C:10]([CH2:11][N:12]3[CH2:13][C:14]4[C:19](=[C:18]([O:22][CH2:23][C:24](=[O:26])[N:29]5[CH2:34][CH2:33][CH2:32][CH2:31][CH2:30]5)[CH:17]=[CH:16][CH:15]=4)[C:20]3=[O:21])=[CH:9][CH:8]=2)[CH:4]=[N:3]1. The catalyst class is: 39.